This data is from Reaction yield outcomes from USPTO patents with 853,638 reactions. The task is: Predict the reaction yield, written as a fraction of the theoretical maximum amount of product (1.0 means a 100% yield; for example, 0.34 means a 34% yield). (1) No catalyst specified. The reactants are O=C(Cl)[O:3][C:4](Cl)(Cl)Cl.[CH2:9]([NH:11][C:12]1[C:17]([CH2:18][NH:19][C:20]2[CH:25]=[CH:24][C:23]([F:26])=[C:22]([N+:27]([O-:29])=[O:28])[CH:21]=2)=[CH:16][N:15]=[C:14]([N:30]([O:32][CH3:33])[CH3:31])[CH:13]=1)[CH3:10].CCN(CC)CC. The product is [CH2:9]([N:11]1[C:12]2[CH:13]=[C:14]([N:30]([O:32][CH3:33])[CH3:31])[N:15]=[CH:16][C:17]=2[CH2:18][N:19]([C:20]2[CH:25]=[CH:24][C:23]([F:26])=[C:22]([N+:27]([O-:29])=[O:28])[CH:21]=2)[C:4]1=[O:3])[CH3:10]. The yield is 0.800. (2) The reactants are C(OC(=O)[NH:7][C@@H:8]([C:10]1[N:14]([C:15]2[CH:20]=[CH:19][CH:18]=[CH:17][CH:16]=2)[C:13]2[CH:21]=[CH:22][CH:23]=[C:24]([CH3:25])[C:12]=2[N:11]=1)[CH3:9])(C)(C)C.C(O)(C(F)(F)F)=O. The catalyst is C(Cl)Cl. The product is [CH3:25][C:24]1[C:12]2[N:11]=[C:10]([C@H:8]([NH2:7])[CH3:9])[N:14]([C:15]3[CH:20]=[CH:19][CH:18]=[CH:17][CH:16]=3)[C:13]=2[CH:21]=[CH:22][CH:23]=1. The yield is 0.940. (3) The reactants are C([O:9][C@@H:10]1[C@@H:33]([O:34]C(=O)C2C=CC=CC=2)[C@H:32]([O:43]C(=O)C2C=CC=CC=2)[C@@H:31]([C@@H:52]([CH3:62])[O:53]C(=O)C2C=CC=CC=2)[O:30][C@H:11]1[O:12][C:13]1[CH:18]=[C:17]([CH3:19])[CH:16]=[C:15]([CH3:20])[C:14]=1[CH2:21][C:22]1[CH:27]=[CH:26][C:25]([O:28][CH3:29])=[CH:24][CH:23]=1)(=O)C1C=CC=CC=1.[OH-].[Na+]. The catalyst is O1CCCC1.CO. The product is [O:12]([C:13]1[CH:18]=[C:17]([CH3:19])[CH:16]=[C:15]([CH3:20])[C:14]=1[CH2:21][C:22]1[CH:23]=[CH:24][C:25]([O:28][CH3:29])=[CH:26][CH:27]=1)[C@@H:11]1[O:30][C@H:31]([C@@H:52]([CH3:62])[OH:53])[C@@H:32]([OH:43])[C@H:33]([OH:34])[C@H:10]1[OH:9]. The yield is 0.432.